From a dataset of Full USPTO retrosynthesis dataset with 1.9M reactions from patents (1976-2016). Predict the reactants needed to synthesize the given product. (1) Given the product [CH2:33]([S:35][CH2:36][CH2:37][O:1][C:2]1[CH:3]=[C:4]([CH3:32])[C:5]([C:9]2[CH:14]=[CH:13][CH:12]=[C:11]([CH2:15][O:16][C:17]3[CH:22]=[CH:21][C:20]([CH2:23][CH2:24][C:25]([O:27][C:28]([CH3:29])([CH3:31])[CH3:30])=[O:26])=[CH:19][CH:18]=3)[CH:10]=2)=[C:6]([CH3:8])[CH:7]=1)[CH3:34], predict the reactants needed to synthesize it. The reactants are: [OH:1][C:2]1[CH:7]=[C:6]([CH3:8])[C:5]([C:9]2[CH:14]=[CH:13][CH:12]=[C:11]([CH2:15][O:16][C:17]3[CH:22]=[CH:21][C:20]([CH2:23][CH2:24][C:25]([O:27][C:28]([CH3:31])([CH3:30])[CH3:29])=[O:26])=[CH:19][CH:18]=3)[CH:10]=2)=[C:4]([CH3:32])[CH:3]=1.[CH2:33]([S:35][CH2:36][CH2:37]O)[CH3:34].C(P(CCCC)CCCC)CCC.N(C(N1CCCCC1)=O)=NC(N1CCCCC1)=O. (2) Given the product [Br:1][C:2]1[CH:3]=[C:4]2[C:9](=[CH:10][C:11]=1[OH:12])[O:8][C:7](=[O:13])[CH:6]=[C:5]2[CH2:14][OH:16], predict the reactants needed to synthesize it. The reactants are: [Br:1][C:2]1[CH:3]=[C:4]2[C:9](=[CH:10][C:11]=1[OH:12])[O:8][C:7](=[O:13])[CH:6]=[C:5]2[CH2:14]Cl.[OH2:16]. (3) The reactants are: [NH2:1][CH2:2][C:3]1[CH:4]=[C:5]([C:9]2[N:14]=[C:13]3[N:15]([CH3:24])[C:16](=[O:23])[N:17]([CH2:18][C:19]([CH3:22])([CH3:21])[CH3:20])[C:12]3=[CH:11][CH:10]=2)[CH:6]=[CH:7][CH:8]=1.Cl[C:26]([O:28][CH2:29][CH:30]([CH3:32])[CH3:31])=[O:27].C(N(C(C)C)CC)(C)C. Given the product [CH3:31][CH:30]([CH3:32])[CH2:29][O:28][C:26](=[O:27])[NH:1][CH2:2][C:3]1[CH:8]=[CH:7][CH:6]=[C:5]([C:9]2[N:14]=[C:13]3[N:15]([CH3:24])[C:16](=[O:23])[N:17]([CH2:18][C:19]([CH3:21])([CH3:20])[CH3:22])[C:12]3=[CH:11][CH:10]=2)[CH:4]=1, predict the reactants needed to synthesize it.